From a dataset of Full USPTO retrosynthesis dataset with 1.9M reactions from patents (1976-2016). Predict the reactants needed to synthesize the given product. Given the product [C:17]1([S:23]([N:3]2[CH2:8][CH2:7][C:6](=[O:9])[CH2:5][CH2:4]2)(=[O:25])=[O:24])[CH:22]=[CH:21][CH:20]=[CH:19][CH:18]=1, predict the reactants needed to synthesize it. The reactants are: Cl.O.[NH:3]1[CH2:8][CH2:7][C:6](=[O:9])[CH2:5][CH2:4]1.C(N(CC)CC)C.[C:17]1([S:23](Cl)(=[O:25])=[O:24])[CH:22]=[CH:21][CH:20]=[CH:19][CH:18]=1.